From a dataset of Reaction yield outcomes from USPTO patents with 853,638 reactions. Predict the reaction yield, written as a fraction of the theoretical maximum amount of product (1.0 means a 100% yield; for example, 0.34 means a 34% yield). (1) The reactants are [NH:1]1[C:9]2[C:4](=[CH:5][CH:6]=[CH:7][CH:8]=2)[CH2:3][C:2]1=[O:10].[C:11]([C:14]1[CH:19]=[CH:18][CH:17]=[CH:16][CH:15]=1)(=O)[CH3:12].N1CCCC1. The catalyst is C1(C)C=CC=CC=1. The product is [C:14]1([C:11](=[C:3]2[C:4]3[C:9](=[CH:8][CH:7]=[CH:6][CH:5]=3)[NH:1][C:2]2=[O:10])[CH3:12])[CH:19]=[CH:18][CH:17]=[CH:16][CH:15]=1. The yield is 0.850. (2) The reactants are [CH:1]1([C:4]2[NH:5][C:6](=[O:13])[CH:7]=[C:8]([C:10]([OH:12])=[O:11])[N:9]=2)[CH2:3][CH2:2]1.[ClH:14].Cl[O-].[Na+].S([O-])([O-])=O.[Na+].[Na+].Cl[O-]. The catalyst is O. The product is [Cl:14][C:7]1[C:6](=[O:13])[NH:5][C:4]([CH:1]2[CH2:2][CH2:3]2)=[N:9][C:8]=1[C:10]([OH:12])=[O:11]. The yield is 0.880. (3) The reactants are [F:1][C:2]([F:19])([F:18])[C:3]1[CH:17]=[CH:16][C:6]([CH2:7][O:8][C:9]2[CH:14]=[CH:13][C:12]([NH2:15])=[CH:11][CH:10]=2)=[CH:5][CH:4]=1.[CH3:20][O:21][C:22](=[O:27])[CH2:23][C:24](Cl)=[O:25]. No catalyst specified. The product is [CH3:20][O:21][C:22](=[O:27])[CH2:23][C:24]([NH:15][C:12]1[CH:13]=[CH:14][C:9]([O:8][CH2:7][C:6]2[CH:16]=[CH:17][C:3]([C:2]([F:18])([F:19])[F:1])=[CH:4][CH:5]=2)=[CH:10][CH:11]=1)=[O:25]. The yield is 0.710. (4) The reactants are [Br:1][CH2:2][C:3](Br)=[O:4].[OH:6][C:7]1[C:20]2[C:19](=[O:21])[C:18]3[C:13](=[CH:14][CH:15]=[CH:16][C:17]=3[OH:22])[C:12](=[O:23])[C:11]=2[CH:10]=[C:9]([NH2:24])[CH:8]=1.C(Cl)Cl.CO. The catalyst is O1CCOCC1.O. The product is [OH:6][C:7]1[C:20]2[C:19](=[O:21])[C:18]3[C:13](=[CH:14][CH:15]=[CH:16][C:17]=3[OH:22])[C:12](=[O:23])[C:11]=2[CH:10]=[C:9]([NH:24][C:3](=[O:4])[CH2:2][Br:1])[CH:8]=1. The yield is 0.300. (5) The reactants are [F:1][C:2]1[CH:9]=[C:8]([C:10]([F:13])([F:12])[F:11])[CH:7]=[CH:6][C:3]=1[CH:4]=O.[CH2:14]([NH2:18])[CH2:15][CH2:16][CH3:17].C(O)(=O)C.C([BH3-])#N.[Na+]. The catalyst is CO.O. The product is [CH2:14]([NH:18][CH2:4][C:3]1[CH:6]=[CH:7][C:8]([C:10]([F:13])([F:12])[F:11])=[CH:9][C:2]=1[F:1])[CH2:15][CH2:16][CH3:17]. The yield is 0.260.